Dataset: Catalyst prediction with 721,799 reactions and 888 catalyst types from USPTO. Task: Predict which catalyst facilitates the given reaction. (1) Reactant: [CH2:1]([O:3][C:4](=[O:29])[CH:5]([C:9](=[O:28])[C:10]1[CH:15]=[C:14]([CH2:16][C:17]2[CH:22]=[CH:21][CH:20]=[C:19]([Cl:23])[C:18]=2[F:24])[C:13]([O:25][CH3:26])=[CH:12][C:11]=1[F:27])C(=O)C)[CH3:2].O.C([O-])(=O)C.[Na+]. The catalyst class is: 8. Product: [CH2:1]([O:3][C:4](=[O:29])[CH2:5][C:9]([C:10]1[CH:15]=[C:14]([CH2:16][C:17]2[CH:22]=[CH:21][CH:20]=[C:19]([Cl:23])[C:18]=2[F:24])[C:13]([O:25][CH3:26])=[CH:12][C:11]=1[F:27])=[O:28])[CH3:2]. (2) Reactant: [N+:1]([C:4]1[CH:9]=[CH:8][C:7]([CH2:10][C:11](=[O:17])C(OCC)=O)=[CH:6][CH:5]=1)([O-:3])=[O:2].[CH2:18]([NH2:21])[CH2:19][NH2:20]. Product: [N+:1]([C:4]1[CH:5]=[CH:6][C:7]([C:10]2[C:11](=[O:17])[NH:20][CH2:19][CH2:18][N:21]=2)=[CH:8][CH:9]=1)([O-:3])=[O:2]. The catalyst class is: 5.